From a dataset of Reaction yield outcomes from USPTO patents with 853,638 reactions. Predict the reaction yield, written as a fraction of the theoretical maximum amount of product (1.0 means a 100% yield; for example, 0.34 means a 34% yield). (1) The catalyst is C(=O)([O-])[O-].[Na+].[Na+].C1C=CC(P(C2C=CC=CC=2)[C-]2C=CC=C2)=CC=1.C1C=CC(P(C2C=CC=CC=2)[C-]2C=CC=C2)=CC=1.Cl[Pd]Cl.[Fe+2].C(#N)C. The reactants are Br[C:2]1[CH:3]=[C:4]2[C:10]([C:11]3[CH:15]=[CH:14][NH:13][N:12]=3)=[N:9][N:8]([CH:16]3[CH2:21][CH2:20][CH2:19][CH2:18][O:17]3)[C:5]2=[CH:6][N:7]=1.[N:22]1[CH:27]=[CH:26][CH:25]=[C:24](B(O)O)[CH:23]=1.C([O-])(=O)C.[K+].O. The yield is 0.480. The product is [NH:13]1[CH:14]=[CH:15][C:11]([C:10]2[C:4]3[C:5](=[CH:6][N:7]=[C:2]([C:24]4[CH:23]=[N:22][CH:27]=[CH:26][CH:25]=4)[CH:3]=3)[N:8]([CH:16]3[CH2:21][CH2:20][CH2:19][CH2:18][O:17]3)[N:9]=2)=[N:12]1. (2) The reactants are [CH2:1]([O:8][C:9]1[CH:16]=[C:15]([O:17][CH2:18][CH2:19][O:20][CH3:21])[CH:14]=[CH:13][C:10]=1[CH:11]=O)[C:2]1[CH:7]=[CH:6][CH:5]=[CH:4][CH:3]=1.ClC[C:24](OCC)=[O:25].CC(C)([O-])C.[K+].[OH-].[Na+]. The catalyst is O1CCCC1.C(OCC)(=O)C.C(O)(=O)C.C(O)(C)(C)C. The product is [CH2:1]([O:8][C:9]1[CH:16]=[C:15]([O:17][CH2:18][CH2:19][O:20][CH3:21])[CH:14]=[CH:13][C:10]=1[CH2:11][CH:24]=[O:25])[C:2]1[CH:7]=[CH:6][CH:5]=[CH:4][CH:3]=1. The yield is 0.340. (3) The reactants are [C:1]([C:5]1[CH:6]=[C:7]([CH2:17][OH:18])[N:8]([C:10]2[CH:15]=[CH:14][C:13]([CH3:16])=[CH:12][CH:11]=2)[N:9]=1)([CH3:4])([CH3:3])[CH3:2].C(Cl)Cl.CC(OI1(OC(C)=O)(OC(C)=O)OC(=O)C2C=CC=CC1=2)=O. The catalyst is O. The product is [C:1]([C:5]1[CH:6]=[C:7]([CH:17]=[O:18])[N:8]([C:10]2[CH:11]=[CH:12][C:13]([CH3:16])=[CH:14][CH:15]=2)[N:9]=1)([CH3:4])([CH3:2])[CH3:3]. The yield is 0.970. (4) The reactants are [CH3:1][O:2][C:3]1[CH:14]=[CH:13][C:6]2[NH:7][C:8](=[O:12])O[C:10](=[O:11])[C:5]=2[CH:4]=1.[CH2:15]([O:22][CH2:23][CH2:24][CH2:25][NH2:26])[C:16]1[CH:21]=[CH:20][CH:19]=[CH:18][CH:17]=1.ClC(Cl)(OC(=O)OC(Cl)(Cl)Cl)Cl. The catalyst is C1COCC1.CC(=O)OCC.O. The product is [CH2:15]([O:22][CH2:23][CH2:24][CH2:25][N:26]1[C:10](=[O:11])[C:5]2[C:6](=[CH:13][CH:14]=[C:3]([O:2][CH3:1])[CH:4]=2)[NH:7][C:8]1=[O:12])[C:16]1[CH:21]=[CH:20][CH:19]=[CH:18][CH:17]=1. The yield is 0.800. (5) The reactants are C(O)=O.[NH2:4][CH2:5][C:6]1[CH:11]=[CH:10][C:9]([CH2:12][N:13]2[C:21]3[C:16](=[C:17]([O:22][CH3:23])[CH:18]=[CH:19][CH:20]=3)[C:15]([NH:24][S:25]([C:28]3[S:29][C:30]([Cl:33])=[CH:31][CH:32]=3)(=[O:27])=[O:26])=[N:14]2)=[CH:8][CH:7]=1.[C:34](O)(=[O:36])[CH3:35].CCN(C(C)C)C(C)C.CN(C(ON1N=NC2C=CC=NC1=2)=[N+](C)C)C.F[P-](F)(F)(F)(F)F. The catalyst is C(#N)C.C(Cl)Cl.O. The product is [Cl:33][C:30]1[S:29][C:28]([S:25]([NH:24][C:15]2[C:16]3[C:21](=[CH:20][CH:19]=[CH:18][C:17]=3[O:22][CH3:23])[N:13]([CH2:12][C:9]3[CH:8]=[CH:7][C:6]([CH2:5][NH:4][C:34](=[O:36])[CH3:35])=[CH:11][CH:10]=3)[N:14]=2)(=[O:27])=[O:26])=[CH:32][CH:31]=1. The yield is 0.870. (6) The reactants are N(C(OCC)=O)=NC(OCC)=O.[Cl:13][C:14]1[CH:33]=[CH:32][C:17]([NH:18][C:19]2[C:28]3[C:23](=[CH:24][C:25]([OH:31])=[C:26]([O:29][CH3:30])[CH:27]=3)[N:22]=[CH:21][N:20]=2)=[C:16]([F:34])[CH:15]=1.[CH3:35][C@H:36]1[CH2:41][N:40]([CH2:42][CH2:43][CH2:44]O)[CH2:39][C@@H:38]([CH3:46])[O:37]1.C1(P(C2C=CC=CC=2)C2C=CC=CC=2)C=CC=CC=1. The catalyst is C(Cl)Cl. The product is [ClH:13].[Cl:13][C:14]1[CH:33]=[CH:32][C:17]([NH:18][C:19]2[C:28]3[C:23](=[CH:24][C:25]([O:31][CH2:44][CH2:43][CH2:42][N:40]4[CH2:39][CH:38]([CH3:46])[O:37][CH:36]([CH3:35])[CH2:41]4)=[C:26]([O:29][CH3:30])[CH:27]=3)[N:22]=[CH:21][N:20]=2)=[C:16]([F:34])[CH:15]=1. The yield is 0.590. (7) The reactants are [Br:1][C:2]1[CH:7]=[C:6]([N+:8]([O-])=O)[CH:5]=[CH:4][C:3]=1[F:11].C(O)C.O.O.[Sn](Cl)Cl. The catalyst is O1CCCC1. The product is [Br:1][C:2]1[CH:7]=[C:6]([NH2:8])[CH:5]=[CH:4][C:3]=1[F:11]. The yield is 0.920.